From a dataset of Full USPTO retrosynthesis dataset with 1.9M reactions from patents (1976-2016). Predict the reactants needed to synthesize the given product. (1) Given the product [NH:1]1[C:9]2[C:4](=[CH:5][CH:6]=[CH:7][CH:8]=2)[CH:3]=[C:2]1[C:10]([NH:16][C@H:15]([C:17]([N:19]1[CH2:24][C@@H:23]2[CH2:25][C@H:20]1[CH2:21][N:22]2[C:26]([O:28][C:29]([CH3:32])([CH3:31])[CH3:30])=[O:27])=[O:18])[C:14]([CH3:34])([CH3:33])[CH3:13])=[O:12], predict the reactants needed to synthesize it. The reactants are: [NH:1]1[C:9]2[C:4](=[CH:5][CH:6]=[CH:7][CH:8]=2)[CH:3]=[C:2]1[C:10]([OH:12])=O.[CH3:13][C:14]([CH3:34])([CH3:33])[C@@H:15]([C:17]([N:19]1[CH2:24][C@@H:23]2[CH2:25][C@H:20]1[CH2:21][N:22]2[C:26]([O:28][C:29]([CH3:32])([CH3:31])[CH3:30])=[O:27])=[O:18])[NH2:16].C(Cl)CCl.C1C=CC2N(O)N=NC=2C=1.CN1CCOCC1. (2) Given the product [CH3:1][N:2]1[CH:6]=[C:5]([C:7]2[CH:28]=[CH:27][C:10]([CH2:11][N:12]3[CH2:13][C:14]4[C:19](=[C:18]([O:22][CH2:23][C:24](=[O:26])[N:29]5[CH2:34][CH2:33][CH2:32][CH2:31][CH2:30]5)[CH:17]=[CH:16][CH:15]=4)[C:20]3=[O:21])=[CH:9][CH:8]=2)[CH:4]=[N:3]1, predict the reactants needed to synthesize it. The reactants are: [CH3:1][N:2]1[CH:6]=[C:5]([C:7]2[CH:28]=[CH:27][C:10]([CH2:11][N:12]3[C:20](=[O:21])[C:19]4[C:14](=[CH:15][CH:16]=[CH:17][C:18]=4[O:22][CH2:23][C:24]([OH:26])=O)[CH2:13]3)=[CH:9][CH:8]=2)[CH:4]=[N:3]1.[NH:29]1[CH2:34][CH2:33][CH2:32][CH2:31][CH2:30]1.C(N(CC)CC)C.